Dataset: NCI-60 drug combinations with 297,098 pairs across 59 cell lines. Task: Regression. Given two drug SMILES strings and cell line genomic features, predict the synergy score measuring deviation from expected non-interaction effect. (1) Drug 1: C1CCC(C1)C(CC#N)N2C=C(C=N2)C3=C4C=CNC4=NC=N3. Drug 2: CCCS(=O)(=O)NC1=C(C(=C(C=C1)F)C(=O)C2=CNC3=C2C=C(C=N3)C4=CC=C(C=C4)Cl)F. Cell line: HCC-2998. Synergy scores: CSS=-4.96, Synergy_ZIP=8.54, Synergy_Bliss=2.73, Synergy_Loewe=-3.81, Synergy_HSA=-8.27. (2) Drug 1: COC1=C(C=C2C(=C1)N=CN=C2NC3=CC(=C(C=C3)F)Cl)OCCCN4CCOCC4. Drug 2: CN(C(=O)NC(C=O)C(C(C(CO)O)O)O)N=O. Cell line: CCRF-CEM. Synergy scores: CSS=5.46, Synergy_ZIP=-0.465, Synergy_Bliss=2.23, Synergy_Loewe=-1.52, Synergy_HSA=3.05. (3) Drug 1: C1=CN(C(=O)N=C1N)C2C(C(C(O2)CO)O)O.Cl. Drug 2: C1=NNC2=C1C(=O)NC=N2. Cell line: NCIH23. Synergy scores: CSS=39.3, Synergy_ZIP=1.37, Synergy_Bliss=0.784, Synergy_Loewe=-24.7, Synergy_HSA=1.87. (4) Drug 1: C1=NC2=C(N1)C(=S)N=C(N2)N. Drug 2: CC12CCC3C(C1CCC2OP(=O)(O)O)CCC4=C3C=CC(=C4)OC(=O)N(CCCl)CCCl.[Na+]. Cell line: RXF 393. Synergy scores: CSS=2.23, Synergy_ZIP=-6.09, Synergy_Bliss=-7.24, Synergy_Loewe=-12.4, Synergy_HSA=-6.76. (5) Drug 1: C1CCN(CC1)CCOC2=CC=C(C=C2)C(=O)C3=C(SC4=C3C=CC(=C4)O)C5=CC=C(C=C5)O. Drug 2: CC1=C(C=C(C=C1)NC2=NC=CC(=N2)N(C)C3=CC4=NN(C(=C4C=C3)C)C)S(=O)(=O)N.Cl. Cell line: SF-268. Synergy scores: CSS=11.9, Synergy_ZIP=6.36, Synergy_Bliss=14.4, Synergy_Loewe=11.3, Synergy_HSA=10.3. (6) Drug 1: C1CN(P(=O)(OC1)NCCCl)CCCl. Drug 2: CCC1(C2=C(COC1=O)C(=O)N3CC4=CC5=C(C=CC(=C5CN(C)C)O)N=C4C3=C2)O.Cl. Cell line: NCI/ADR-RES. Synergy scores: CSS=12.3, Synergy_ZIP=-3.13, Synergy_Bliss=-0.744, Synergy_Loewe=-20.8, Synergy_HSA=-5.06. (7) Drug 1: CCC1(CC2CC(C3=C(CCN(C2)C1)C4=CC=CC=C4N3)(C5=C(C=C6C(=C5)C78CCN9C7C(C=CC9)(C(C(C8N6C)(C(=O)OC)O)OC(=O)C)CC)OC)C(=O)OC)O.OS(=O)(=O)O. Drug 2: CN1C2=C(C=C(C=C2)N(CCCl)CCCl)N=C1CCCC(=O)O.Cl. Cell line: UACC62. Synergy scores: CSS=25.2, Synergy_ZIP=-2.46, Synergy_Bliss=-5.18, Synergy_Loewe=-69.2, Synergy_HSA=-6.13.